Dataset: Experimentally validated miRNA-target interactions with 360,000+ pairs, plus equal number of negative samples. Task: Binary Classification. Given a miRNA mature sequence and a target amino acid sequence, predict their likelihood of interaction. (1) The miRNA is mmu-miR-466l-5p with sequence UUGUGUGUACAUGUACAUGUAU. Result: 1 (interaction). The protein sequence of the target gene is MASTEGANNMPKQVEVRMHDSHLSSDEPKHRNLGMRMCDKLGKNLLLSLTVFGVILGAVCGGLLRLASPIHPDVVMLIAFPGDILMRMLKMLILPLIISSLITGLSGLDAKASGRLGTRAMVYYMSTTIIAAVLGVILVLAIHPGNPKLKKQLGPGKKNDEVSSLDAFLDLIRNLFPENLVQACFQQIQTVTKKVLVAPPSEEANTTKAVISMLNETMNEAPEETKIVIKKGLEFKDGMNVLGLIGFFIAFGIAMGKMGEQAKLMVEFFNILNEIVMKLVIMIMWYSPLGIACLICGKII.... (2) Result: 1 (interaction). The miRNA is hsa-miR-922 with sequence GCAGCAGAGAAUAGGACUACGUC. The protein sequence of the target gene is MDTEPNPGTSSVSTTTSSTTTTTITTSSSRMQQPQISVYSGSDRHAVQVIQQALHRPPSSAAQYLQQMYAAQQQHLMLHTAALQQQHLSSSQLQSLAAVQASLSSGRPSTSPTGSVTQQSSMSQTSINLSTSPTPAQLISRSQASSSTSGSITQQTMLLGSTSPTLTASQAQMYLRAQMLIFTPATTVAAVQSDIPVVSSSSSSSCQSAATQVQNLTLRSQKLGVLSSSQNGPPKSTSQTQSLTICHNKTTVTSSKISQRDPSPESNKKGESPSLESRSTAVTRTSSIHQLIAPASYSPI.... (3) The miRNA is mmu-miR-3103-3p with sequence UAACCUCUGAUCCUUCCCACAG. The protein sequence of the target gene is MALNGAEVDDFSWEPPTEAETKVLQARRERQDRISRLMGDYLLRGYRMLGETCADCGTILLQDKQRKIYCVACQELDSDVDKDNPALNAQAALSQAREHQLASASELPLGSRPAPQPPVPRPEHCEGAAAGLKAAQGPPAPAVPPNTDVMACTQTALLQKLTWASAELGSSTSLETSIQLCGLIRACAEALRSLQQLQH. Result: 0 (no interaction). (4) Result: 0 (no interaction). The protein sequence of the target gene is MTTLKEAVTFKDVAVVFTEEELRLLDLAQRKLYREVMLENFRNLLSVGHQSLHRDTFHFLKEEKFWMMETATQREGNLGGKIQMEMETVSESGTHEGLFSHQTWEQISSDLTRFQDSMVNSFQFSKQDDMPCQVDAGLSIIHVRQKPSEGRTCKKSFSDVSVLDLHQQLQSREKSHTCDECGKSFCYSSALRIHQRVHMGEKLYNCDVCGKEFNQSSHLQIHQRIHTGEKPFKCEQCGKGFSRRSGLYVHRKLHTGVKPHICEKCGKAFIHDSQLQEHQRIHTGEKPFKCDICCKSFRSR.... The miRNA is mmu-miR-598-3p with sequence UACGUCAUCGUCGUCAUCGUUA. (5) The miRNA is hsa-miR-484 with sequence UCAGGCUCAGUCCCCUCCCGAU. The protein sequence of the target gene is MSETSCSFFIEKEFQDGQLENVSAGLSSSYKDKGALMAFRGIPISELTNHGILQALTAETNGWQPGVVSEEVLRAQEEWEVVDTIHPDIESGVHCQQPGQLISFNEALEHFQSVDLSSFKKRIQPTIQRTGLAALRHCLFGPPKLHQGLREERDLVLTIAQCGLDSQNPTHGRVLQTIYKKLTGSKFDCALHGDHWEDLGFQGANPATDLRGAGFLALLHLLYLVMDSKTFLMAQEIFRLSHHHIQQFPFCLMSVNITRIAIQALREECLSRECNRRQKVIPVVNSFYAATFLHLARVWR.... Result: 0 (no interaction). (6) The miRNA is hsa-miR-527 with sequence CUGCAAAGGGAAGCCCUUUC. The protein sequence of the target gene is MPDRTEKHSTMPDSPVDVKTQSRLTPPAMPPPPTTQGAPRTSSFTPTTLTNGTSHSPTALNGAPSPPNGFSNGPSSSSSSSLANQQLPPACGARQLSKLKRFLTTLQQFGNDISPEIGERVRTLVLGLVNSTLTIEEFHSKLQEATNFPLRPFVIPFLKANLPLLQRELLHCARLAKQNPAQYLAQHEQLLLDASTTSPVDSSELLLDVNENGKRRTPDRTKENGFDREPLHSEHPSKRPCTISPGQRYSPNNGLSYQPNGLPHPTPPPPQHYRLDDMAIAHHYRDSYRHPSHRDLRDRN.... Result: 0 (no interaction). (7) The miRNA is mmu-miR-3093-3p with sequence UGUGGACACCGUGGGAGGUUGG. The protein sequence of the target gene is MGVDFDVKTFCHNLRATKPPYECPVETCRKVYKSYSGIEYHLYHYDHDSPPPPQQTPLRKHKKKGRQSRPANKQSPSPSEVSQSPGREVMSYAQAQRMVEVDLHGRVHRISIFDNLDVVSEDEEAPEEAPENGSNKENTETPAATPKSGKHKNKEKRKDSNHHHHSAPASAAPKLPEVVYRELEQDTPDAPPRPTSYYRYIEKSAEELDEEVEYDMDEEDYIWLDIMNERRKTEGVSPIPQEIFEYLMDRLEKESYFESHNKGDPNALVDEDAVCCICNDGECQNSNVILFCDMCNLAVH.... Result: 0 (no interaction).